This data is from Full USPTO retrosynthesis dataset with 1.9M reactions from patents (1976-2016). The task is: Predict the reactants needed to synthesize the given product. (1) Given the product [CH2:1]([N:3]([CH2:40][CH3:41])[C:4]1[CH:5]=[CH:6][C:7]([NH:30][C:31](=[O:39])[C:32]2[CH:37]=[CH:36][CH:35]=[C:34]([C:56]#[C:55][CH2:54][O:53][CH2:52][CH2:51][O:50][CH2:49][CH2:48][O:47][CH2:46][CH2:45][O:44][CH2:43][CH2:42][OH:57])[CH:33]=2)=[C:8]([C:10]2[CH:11]=[C:12]([CH:27]=[CH:28][N:29]=2)[C:13]([NH:15][CH2:16][C:17]2[CH:22]=[CH:21][CH:20]=[C:19]([C:23]([F:26])([F:25])[F:24])[CH:18]=2)=[O:14])[CH:9]=1)[CH3:2], predict the reactants needed to synthesize it. The reactants are: [CH2:1]([N:3]([CH2:40][CH3:41])[C:4]1[CH:5]=[CH:6][C:7]([NH:30][C:31](=[O:39])[C:32]2[CH:37]=[CH:36][CH:35]=[C:34](I)[CH:33]=2)=[C:8]([C:10]2[CH:11]=[C:12]([CH:27]=[CH:28][N:29]=2)[C:13]([NH:15][CH2:16][C:17]2[CH:22]=[CH:21][CH:20]=[C:19]([C:23]([F:26])([F:25])[F:24])[CH:18]=2)=[O:14])[CH:9]=1)[CH3:2].[CH2:42]([OH:57])[CH2:43][O:44][CH2:45][CH2:46][O:47][CH2:48][CH2:49][O:50][CH2:51][CH2:52][O:53][CH2:54][C:55]#[CH:56].CCN(CC)CC. (2) Given the product [CH:1]([O:3][CH2:4][CH2:5][C:21]1[CH:20]=[CH:19][CH:18]=[C:14]2[C:15]([NH:16][C:12](=[O:22])[C:13]=12)=[O:17])=[CH2:2], predict the reactants needed to synthesize it. The reactants are: [CH:1]([O:3][CH:4]=[CH2:5])=[CH2:2].C(OCCCl)=C.[C:12]1(=[O:22])[NH:16][C:15](=[O:17])[C:14]2=[CH:18][CH:19]=[CH:20][CH:21]=[C:13]12.[K].CN(C)C=O. (3) Given the product [C:1]([NH:9][NH:10][C:14](=[O:15])[CH2:13][CH2:12][C:11]([O:18][CH3:19])=[O:17])(=[O:8])[C:2]1[CH:7]=[CH:6][CH:5]=[CH:4][CH:3]=1, predict the reactants needed to synthesize it. The reactants are: [C:1]([NH:9][NH2:10])(=[O:8])[C:2]1[CH:7]=[CH:6][CH:5]=[CH:4][CH:3]=1.[C:11]([O:18][CH3:19])(=[O:17])[CH2:12][CH2:13][C:14]([O-])=[O:15].F[P-](F)(F)(F)(F)F.N1(O[P+](N(C)C)(N(C)C)N(C)C)C2C=CC=CC=2N=N1.C(N(CC)C(C)C)(C)C. (4) Given the product [Cl:1][C:2]1[N+:11]([O-:16])=[CH:10][C:9]([Cl:12])=[CH:8][C:3]=1[C:4]([O:6][CH3:7])=[O:5], predict the reactants needed to synthesize it. The reactants are: [Cl:1][C:2]1[N:11]=[CH:10][C:9]([Cl:12])=[CH:8][C:3]=1[C:4]([O:6][CH3:7])=[O:5].FC(F)(F)C(O)=[O:16].OO. (5) Given the product [NH2:1][C:2]1[N:7]=[CH:6][N:5]=[C:4]2[N:8]([CH2:12][C:13]3[O:14][C:15]4[C:20]([C:21](=[O:29])[C:22]=3[C:23]3[CH:28]=[CH:27][CH:26]=[CH:25][CH:24]=3)=[CH:19][CH:18]=[CH:17][CH:16]=4)[N:9]=[C:10]([C:36]3[CH:35]=[CH:34][CH:33]=[C:32]([CH2:31][OH:30])[CH:37]=3)[C:3]=12, predict the reactants needed to synthesize it. The reactants are: [NH2:1][C:2]1[N:7]=[CH:6][N:5]=[C:4]2[N:8]([CH2:12][C:13]3[O:14][C:15]4[C:20]([C:21](=[O:29])[C:22]=3[C:23]3[CH:28]=[CH:27][CH:26]=[CH:25][CH:24]=3)=[CH:19][CH:18]=[CH:17][CH:16]=4)[N:9]=[C:10](I)[C:3]=12.[OH:30][CH2:31][C:32]1[CH:33]=[C:34](B(O)O)[CH:35]=[CH:36][CH:37]=1.C(=O)([O-])[O-].[Na+].[Na+].ClCCl. (6) Given the product [C:1]([O:5][C:6]([NH:7][C:8]1[CH:13]=[C:12]([CH2:14][O:15][S:25]([CH3:24])(=[O:27])=[O:26])[CH:11]=[N:10][CH:9]=1)=[O:16])([CH3:4])([CH3:2])[CH3:3], predict the reactants needed to synthesize it. The reactants are: [C:1]([O:5][C:6](=[O:16])[NH:7][C:8]1[CH:9]=[N:10][CH:11]=[C:12]([CH2:14][OH:15])[CH:13]=1)([CH3:4])([CH3:3])[CH3:2].C(N(CC)CC)C.[CH3:24][S:25](O[S:25]([CH3:24])(=[O:27])=[O:26])(=[O:27])=[O:26]. (7) Given the product [Cl:1][C:2]1[CH:3]=[C:4]([C:8]2[N:9]=[C:10]([NH:18][C:19]3[CH:20]=[CH:21][C:22]([CH2:25][C:26]([NH:28][C:29]#[N:30])=[O:27])=[CH:23][CH:24]=3)[C:11]3[S:33](=[O:35])(=[O:32])[CH2:16][CH2:15][CH2:14][C:12]=3[N:13]=2)[CH:5]=[CH:6][CH:7]=1, predict the reactants needed to synthesize it. The reactants are: [Cl:1][C:2]1[CH:3]=[C:4]([C:8]2[N:9]=[C:10]([NH:18][C:19]3[CH:24]=[CH:23][C:22]([CH2:25][C:26]([NH:28][C:29]#[N:30])=[O:27])=[CH:21][CH:20]=3)[C:11]3S[CH2:16][CH2:15][CH2:14][C:12]=3[N:13]=2)[CH:5]=[CH:6][CH:7]=1.O[O:32][S:33]([O-:35])=O.[K+].C1COCC1.